Dataset: Forward reaction prediction with 1.9M reactions from USPTO patents (1976-2016). Task: Predict the product of the given reaction. (1) The product is: [N:14]1([CH2:13][CH2:12][O:11][C:9]2[CH:8]=[C:7]([C:20]3[CH:25]=[CH:24][CH:23]=[C:22]([C:26]([F:29])([F:28])[F:27])[CH:21]=3)[N:6]=[C:5]([C:30]#[N:31])[N:10]=2)[CH2:19][CH2:18][CH2:17][CH2:16][CH2:15]1. Given the reactants CS([C:5]1[N:10]=[C:9]([O:11][CH2:12][CH2:13][N:14]2[CH2:19][CH2:18][CH2:17][CH2:16][CH2:15]2)[CH:8]=[C:7]([C:20]2[CH:25]=[CH:24][CH:23]=[C:22]([C:26]([F:29])([F:28])[F:27])[CH:21]=2)[N:6]=1)(=O)=O.[C-:30]#[N:31].[Na+], predict the reaction product. (2) The product is: [CH3:11][CH2:12][CH2:13][CH2:18][CH2:19][CH2:20][CH3:21].[CH2:1]([OH:5])[CH3:2]. Given the reactants [C:1]([O:5]C(=O)NC1CO[CH2:11][CH2:12][C@:13]([C:18]2C=C(NC(C3C=CC(C#N)=CN=3)=O)[CH:21]=[CH:20][C:19]=2F)(C(F)F)N=1)(C)(C)[CH3:2], predict the reaction product. (3) Given the reactants S(C1C=CC(C)=CC=1)([O-])(=O)=O.[NH2:12][C@@H:13]([C@H:22]([CH3:25])[CH2:23][CH3:24])[C:14]([O:16][CH2:17][C:18]([CH3:21])([CH3:20])[CH3:19])=[O:15].[P:26](Cl)(Cl)(=[O:38])[O:27][C:28]1[C:37]2[C:32](=[CH:33][CH:34]=[CH:35][CH:36]=2)[CH:31]=[CH:30][CH:29]=1.C(Cl)[Cl:42], predict the reaction product. The product is: [Cl:42][C:29]1[CH:30]=[CH:31][C:32]2[C:37](=[CH:36][CH:35]=[CH:34][CH:33]=2)[C:28]=1[O:27][P:26](=[N:12][C@@H:13]([C@H:22]([CH3:25])[CH2:23][CH3:24])[C:14]([O:16][CH2:17][C:18]([CH3:19])([CH3:20])[CH3:21])=[O:15])=[O:38]. (4) Given the reactants [Br:1][C:2]1[CH:7]=[C:6]([CH3:8])[CH:5]=[CH:4][C:3]=1[N:9]([C:17]([O:19][C:20]([CH3:23])([CH3:22])[CH3:21])=[O:18])[C:10]([O:12][C:13]([CH3:16])([CH3:15])[CH3:14])=[O:11].C1C(=O)N([Br:31])C(=O)C1.N(C(C)(C)C#N)=NC(C)(C)C#N, predict the reaction product. The product is: [Br:1][C:2]1[CH:7]=[C:6]([CH2:8][Br:31])[CH:5]=[CH:4][C:3]=1[N:9]([C:17]([O:19][C:20]([CH3:23])([CH3:22])[CH3:21])=[O:18])[C:10]([O:12][C:13]([CH3:16])([CH3:14])[CH3:15])=[O:11]. (5) Given the reactants [OH-].[Na+].[CH3:3][N:4]([C:13]1[CH:14]=[C:15]([C:19]2[CH:24]=[CH:23][C:22](/[CH:25]=[C:26](\[CH2:32][CH2:33][CH3:34])/[C:27]([O:29]CC)=[O:28])=[CH:21][CH:20]=2)[CH:16]=[CH:17][CH:18]=1)[C:5]([NH:7][CH2:8][CH2:9][CH2:10][CH2:11][CH3:12])=[O:6], predict the reaction product. The product is: [CH3:3][N:4]([C:13]1[CH:14]=[C:15]([C:19]2[CH:24]=[CH:23][C:22](/[CH:25]=[C:26](\[CH2:32][CH2:33][CH3:34])/[C:27]([OH:29])=[O:28])=[CH:21][CH:20]=2)[CH:16]=[CH:17][CH:18]=1)[C:5]([NH:7][CH2:8][CH2:9][CH2:10][CH2:11][CH3:12])=[O:6]. (6) Given the reactants [CH3:1][C:2]1[C:7]([CH3:8])=[CH:6][CH:5]=[CH:4][C:3]=1[CH:9]([C:11]1[N:12]([C:16]([C:29]2[CH:34]=[CH:33][CH:32]=[CH:31][CH:30]=2)([C:23]2[CH:28]=[CH:27][CH:26]=[CH:25][CH:24]=2)[C:17]2[CH:22]=[CH:21][CH:20]=[CH:19][CH:18]=2)[CH:13]=[N:14][CH:15]=1)[OH:10], predict the reaction product. The product is: [CH3:1][C:2]1[C:7]([CH3:8])=[CH:6][CH:5]=[CH:4][C:3]=1[C:9]([C:11]1[N:12]([C:16]([C:17]2[CH:22]=[CH:21][CH:20]=[CH:19][CH:18]=2)([C:29]2[CH:30]=[CH:31][CH:32]=[CH:33][CH:34]=2)[C:23]2[CH:28]=[CH:27][CH:26]=[CH:25][CH:24]=2)[CH:13]=[N:14][CH:15]=1)=[O:10].